Predict the product of the given reaction. From a dataset of Forward reaction prediction with 1.9M reactions from USPTO patents (1976-2016). Given the reactants [C:1]([O:5][C:6](=[O:34])[C@H:7]([N:10]([CH2:24][C:25]1[CH:30]=[CH:29][C:28]2[O:31][CH2:32][O:33][C:27]=2[CH:26]=1)[S:11]([C:14]1[C:19]([CH3:20])=[CH:18][C:17]([O:21][CH3:22])=[CH:16][C:15]=1[CH3:23])(=[O:13])=[O:12])[CH2:8][NH2:9])([CH3:4])([CH3:3])[CH3:2].[C:35]([C:38]1[CH:43]=[CH:42][CH:41]=[CH:40][C:39]=1[N:44]1[CH:48]=[CH:47][CH:46]=[CH:45]1)(O)=[O:36].O.ON1C2C=CC=CC=2N=N1.CN1CCOCC1.Cl.C(N=C=N)CC, predict the reaction product. The product is: [C:1]([O:5][C:6](=[O:34])[C@H:7]([N:10]([CH2:24][C:25]1[CH:30]=[CH:29][C:28]2[O:31][CH2:32][O:33][C:27]=2[CH:26]=1)[S:11]([C:14]1[C:19]([CH3:20])=[CH:18][C:17]([O:21][CH3:22])=[CH:16][C:15]=1[CH3:23])(=[O:12])=[O:13])[CH2:8][NH:9][C:35]([C:38]1[CH:43]=[CH:42][CH:41]=[CH:40][C:39]=1[N:44]1[CH:48]=[CH:47][CH:46]=[CH:45]1)=[O:36])([CH3:4])([CH3:2])[CH3:3].